Dataset: Reaction yield outcomes from USPTO patents with 853,638 reactions. Task: Predict the reaction yield, written as a fraction of the theoretical maximum amount of product (1.0 means a 100% yield; for example, 0.34 means a 34% yield). The reactants are Cl.[F:2][C:3]1[CH:4]=[C:5]([CH:33]=[C:34]([F:36])[CH:35]=1)[CH2:6][C@H:7]([NH:25]C(=O)OC(C)(C)C)[C@H:8]([OH:24])[CH2:9][NH:10][CH:11]1[C:20]2[C:15](=[CH:16][CH:17]=[C:18]([CH2:21][CH3:22])[CH:19]=2)[N:14]([CH3:23])[CH2:13][CH2:12]1. The catalyst is CCOCC.CO.ClCCl. The product is [NH2:25][C@@H:7]([CH2:6][C:5]1[CH:4]=[C:3]([F:2])[CH:35]=[C:34]([F:36])[CH:33]=1)[C@H:8]([OH:24])[CH2:9][NH:10][CH:11]1[C:20]2[C:15](=[CH:16][CH:17]=[C:18]([CH2:21][CH3:22])[CH:19]=2)[N:14]([CH3:23])[CH2:13][CH2:12]1. The yield is 0.780.